Dataset: Blood-brain barrier penetration binary classification data from Martins et al.. Task: Regression/Classification. Given a drug SMILES string, predict its absorption, distribution, metabolism, or excretion properties. Task type varies by dataset: regression for continuous measurements (e.g., permeability, clearance, half-life) or binary classification for categorical outcomes (e.g., BBB penetration, CYP inhibition). Dataset: bbb_martins. (1) The molecule is CC(Cc1ccccc1)NCCn1cnc2c1c(=O)n(C)c(=O)n2C.[Cl-].[H+]. The result is 1 (penetrates BBB). (2) The compound is O=C1NCN(c2ccccc2)C12CCN(CCCC(c1ccc(F)cc1)c1ccc(F)cc1)CC2. The result is 1 (penetrates BBB).